This data is from Forward reaction prediction with 1.9M reactions from USPTO patents (1976-2016). The task is: Predict the product of the given reaction. (1) Given the reactants [C:1]1([S:7]([N:10]2[C:14]3=[N:15][CH:16]=[C:17]([O:19][CH3:20])[CH:18]=[C:13]3[CH:12]=[C:11]2[C:21](=[O:28])[CH2:22][CH:23]2[CH2:27][CH2:26][CH2:25][CH2:24]2)(=[O:9])=[O:8])[CH:6]=[CH:5][CH:4]=[CH:3][CH:2]=1.C[Si]([N-][Si](C)(C)C)(C)C.[Li+].[C:39]1([CH3:59])[CH:44]=[CH:43][C:42]([S:45](O[S:45]([C:42]2[CH:43]=[CH:44][C:39]([CH3:59])=[CH:40][CH:41]=2)(=[O:47])=[O:46])(=[O:47])=[O:46])=[CH:41][CH:40]=1, predict the reaction product. The product is: [C:1]1([S:7]([N:10]2[C:14]3=[N:15][CH:16]=[C:17]([O:19][CH3:20])[CH:18]=[C:13]3[CH:12]=[C:11]2[C:21]([O:28][S:45]([C:42]2[CH:43]=[CH:44][C:39]([CH3:59])=[CH:40][CH:41]=2)(=[O:47])=[O:46])=[CH:22][CH:23]2[CH2:24][CH2:25][CH2:26][CH2:27]2)(=[O:9])=[O:8])[CH:2]=[CH:3][CH:4]=[CH:5][CH:6]=1. (2) Given the reactants Br.[CH:2]1([NH:5][C:6]2[CH:11]=[CH:10][N:9]3[CH:12]=[C:13]([C:15]4[CH:20]=[CH:19][C:18]([OH:21])=[CH:17][CH:16]=4)[N:14]=[C:8]3[CH:7]=2)[CH2:4][CH2:3]1.C([O-])([O-])=O.[Cs+].[Cs+].Br[CH2:29][CH2:30][F:31], predict the reaction product. The product is: [CH:2]1([NH:5][C:6]2[CH:11]=[CH:10][N:9]3[CH:12]=[C:13]([C:15]4[CH:20]=[CH:19][C:18]([O:21][CH2:29][CH2:30][F:31])=[CH:17][CH:16]=4)[N:14]=[C:8]3[CH:7]=2)[CH2:4][CH2:3]1. (3) Given the reactants [Cl:1][C:2]1[CH:15]=[C:14]([Cl:16])[CH:13]=[CH:12][C:3]=1[O:4][C:5]1[CH:11]=[CH:10][C:8]([NH2:9])=[CH:7][CH:6]=1.C[N:18]([CH:20]=O)C.Br[CH2:23][C:24]([C:26]1[CH:31]=[CH:30][C:29]([O:32][CH2:33][CH2:34][CH2:35][N:36]([CH2:39][CH3:40])[CH2:37][CH3:38])=[CH:28][CH:27]=1)=O, predict the reaction product. The product is: [CH2:15]([C:20]1[N:9]([C:8]2[CH:7]=[CH:6][C:5]([O:4][C:3]3[CH:12]=[CH:13][C:14]([Cl:16])=[CH:15][C:2]=3[Cl:1])=[CH:11][CH:10]=2)[CH:23]=[C:24]([C:26]2[CH:31]=[CH:30][C:29]([O:32][CH2:33][CH2:34][CH2:35][N:36]([CH2:39][CH3:40])[CH2:37][CH3:38])=[CH:28][CH:27]=2)[N:18]=1)[CH2:2][CH2:3][CH3:12]. (4) Given the reactants C([O:3][C:4](=[O:37])[C:5]1[CH:10]=[C:9]([Cl:11])[C:8]([N:12]2[CH2:17][CH2:16][N:15]([C:18]3[CH:23]=[C:22]([C:24]4[CH:29]=[CH:28][C:27]([F:30])=[CH:26][CH:25]=4)[N:21]=[C:20]([N:31]4[CH2:35][CH2:34][CH2:33][CH:32]4[CH3:36])[N:19]=3)[CH2:14][CH2:13]2)=[N:7][CH:6]=1)C.O.[Li+].[OH-].Cl, predict the reaction product. The product is: [Cl:11][C:9]1[C:8]([N:12]2[CH2:13][CH2:14][N:15]([C:18]3[CH:23]=[C:22]([C:24]4[CH:25]=[CH:26][C:27]([F:30])=[CH:28][CH:29]=4)[N:21]=[C:20]([N:31]4[CH2:35][CH2:34][CH2:33][CH:32]4[CH3:36])[N:19]=3)[CH2:16][CH2:17]2)=[N:7][CH:6]=[C:5]([CH:10]=1)[C:4]([OH:37])=[O:3]. (5) Given the reactants [C:1]([O:5][C:6](=[O:52])[N:7]([CH2:17][CH:18]([OH:51])[CH:19]([NH:36][C:37](=[O:50])[CH2:38][NH:39]C(OCC1C=CC=CC=1)=O)[CH2:20][C:21]1[CH:26]=[C:25]([F:27])[CH:24]=[C:23]([O:28]CC2C=CC=CC=2)[CH:22]=1)[CH2:8][C:9]1[CH:14]=[CH:13][CH:12]=[C:11]([CH2:15][CH3:16])[CH:10]=1)([CH3:4])([CH3:3])[CH3:2], predict the reaction product. The product is: [C:1]([O:5][C:6](=[O:52])[N:7]([CH2:17][CH:18]([OH:51])[CH:19]([NH:36][C:37](=[O:50])[CH2:38][NH2:39])[CH2:20][C:21]1[CH:22]=[C:23]([OH:28])[CH:24]=[C:25]([F:27])[CH:26]=1)[CH2:8][C:9]1[CH:14]=[CH:13][CH:12]=[C:11]([CH2:15][CH3:16])[CH:10]=1)([CH3:2])([CH3:3])[CH3:4]. (6) Given the reactants [NH:1]1[C:5]2=[CH:6][N:7]=[C:8]([NH:10][C:11]3[C:12]4[C:19]5[CH2:20][CH2:21][C@H:22]([C:24]([OH:26])=O)[CH2:23][C:18]=5[S:17][C:13]=4[N:14]=[CH:15][N:16]=3)[CH:9]=[C:4]2[CH:3]=[N:2]1.[CH3:27][N:28]([CH3:35])[CH:29]1[CH2:34][CH2:33][NH:32][CH2:31][CH2:30]1, predict the reaction product. The product is: [CH3:27][N:28]([CH3:35])[CH:29]1[CH2:34][CH2:33][N:32]([C:24]([C@H:22]2[CH2:21][CH2:20][C:19]3[C:12]4[C:11]([NH:10][C:8]5[CH:9]=[C:4]6[CH:3]=[N:2][NH:1][C:5]6=[CH:6][N:7]=5)=[N:16][CH:15]=[N:14][C:13]=4[S:17][C:18]=3[CH2:23]2)=[O:26])[CH2:31][CH2:30]1.